Dataset: Full USPTO retrosynthesis dataset with 1.9M reactions from patents (1976-2016). Task: Predict the reactants needed to synthesize the given product. (1) Given the product [OH:22][B:19]1[C:18]2[CH:23]=[C:14]([NH:13][S:12]([C:9]3[O:8][C:7]([CH2:5][OH:4])=[CH:11][CH:10]=3)(=[O:25])=[O:24])[CH:15]=[CH:16][C:17]=2[CH2:21][O:20]1, predict the reactants needed to synthesize it. The reactants are: [BH4-].[Li+].C[O:4][C:5]([C:7]1[O:8][C:9]([S:12](=[O:25])(=[O:24])[NH:13][C:14]2[CH:15]=[CH:16][C:17]3[CH2:21][O:20][B:19]([OH:22])[C:18]=3[CH:23]=2)=[CH:10][CH:11]=1)=O.Cl. (2) Given the product [CH2:43]([N:27]([CH2:25][CH3:26])[C:28](=[O:42])[C:29]1[CH:34]=[CH:33][C:32]([NH:1][C:2]2[N:24]=[C:5]3[CH:6]=[CH:7][C:8]([C:10]4[CH:11]=[CH:12][C:13]([C:14](=[O:15])[NH:16][CH2:17][C:18]([F:19])([F:20])[F:21])=[CH:22][CH:23]=4)=[CH:9][N:4]3[N:3]=2)=[C:31]([O:36][CH2:37][C:38]([F:40])([F:39])[F:41])[CH:30]=1)[CH3:44], predict the reactants needed to synthesize it. The reactants are: [NH2:1][C:2]1[N:24]=[C:5]2[CH:6]=[CH:7][C:8]([C:10]3[CH:23]=[CH:22][C:13]([C:14]([NH:16][CH2:17][C:18]([F:21])([F:20])[F:19])=[O:15])=[CH:12][CH:11]=3)=[CH:9][N:4]2[N:3]=1.[CH2:25]([N:27]([CH2:43][CH3:44])[C:28](=[O:42])[C:29]1[CH:34]=[CH:33][C:32](I)=[C:31]([O:36][CH2:37][C:38]([F:41])([F:40])[F:39])[CH:30]=1)[CH3:26].CC(C1C=C(C(C)C)C(C2C=CC=CC=2P(C2CCCCC2)C2CCCCC2)=C(C(C)C)C=1)C.CC(C)([O-])C.[Na+]. (3) Given the product [Br:1][C:2]1[CH:7]=[C:6]([Br:8])[C:5]([O:17][C:11]2[CH:16]=[CH:15][CH:14]=[CH:13][CH:12]=2)=[CH:4][C:3]=1[O:21][C:18]1[CH:6]=[CH:7][CH:2]=[CH:3][CH:4]=1, predict the reactants needed to synthesize it. The reactants are: [Br:1][C:2]1[CH:7]=[C:6]([Br:8])[C:5](F)=[CH:4][C:3]=1F.[C:11]1([OH:17])[CH:16]=[CH:15][CH:14]=[CH:13][CH:12]=1.[C:18](=[O:21])([O-])[O-].[K+].[K+].